Task: Predict the product of the given reaction.. Dataset: Forward reaction prediction with 1.9M reactions from USPTO patents (1976-2016) Given the reactants S(=O)(=O)(O)O.[CH:6]1[N:10]=[CH:9][NH:8][C:7]=1/[CH:11]=[CH:12]/[C:13]([OH:15])=[O:14].[C:16](=O)([O-])O.[Na+], predict the reaction product. The product is: [CH3:16][O:14][C:13](=[O:15])/[CH:12]=[CH:11]/[C:7]1[N:8]=[CH:9][NH:10][CH:6]=1.